From a dataset of Forward reaction prediction with 1.9M reactions from USPTO patents (1976-2016). Predict the product of the given reaction. (1) Given the reactants [Cl:1]C1C(Cl)=CC=CC=1C.ClCl.[Cl:12][C:13]1[C:21]([Cl:22])=[CH:20][CH:19]=[CH:18][C:14]=1[CH:15]([Cl:17])[Cl:16], predict the reaction product. The product is: [Cl:12][C:13]1[C:21]([Cl:22])=[CH:20][CH:19]=[CH:18][C:14]=1[C:15]([Cl:1])([Cl:16])[Cl:17]. (2) Given the reactants C(OC1C=CN(C2C=CC(OCCN3CCCCC3)=CC=2)C(=O)C=1)C1C=CC=CC=1.[F:31]C1C=CC(COS(C)(=O)=O)=CN=1.[CH2:44]([O:51][C:52]1[CH:57]=[CH:56][N:55]([C:58]2[CH:63]=[CH:62][C:61]([O:64][CH2:65][CH2:66][N:67]3[CH2:72][CH2:71][CH2:70][CH2:69][CH2:68]3)=[CH:60][N:59]=2)[C:54](=[O:73])[CH:53]=1)[C:45]1[CH:50]=[CH:49][CH:48]=[CH:47][CH:46]=1.FC1C=CC(CBr)=CC=1, predict the reaction product. The product is: [F:31][C:48]1[CH:49]=[CH:50][C:45]([CH2:44][O:51][C:52]2[CH:57]=[CH:56][N:55]([C:58]3[CH:63]=[CH:62][C:61]([O:64][CH2:65][CH2:66][N:67]4[CH2:72][CH2:71][CH2:70][CH2:69][CH2:68]4)=[CH:60][N:59]=3)[C:54](=[O:73])[CH:53]=2)=[CH:46][CH:47]=1. (3) Given the reactants [CH2:1]1[CH:12]2[CH:4]([N:5]([CH2:13][C:14]([NH2:16])=O)[C:6]3[CH:7]=[CH:8][CH:9]=[CH:10][C:11]=32)[CH2:3][CH2:2]1, predict the reaction product. The product is: [CH2:1]1[CH:12]2[CH:4]([N:5]([CH2:13][CH2:14][NH2:16])[C:6]3[CH:7]=[CH:8][CH:9]=[CH:10][C:11]=32)[CH2:3][CH2:2]1. (4) Given the reactants [C:1]1([C:7]2[N:11]=[C:10]([C:12]3[N:16]([C:17]4[CH:18]=[C:19]([CH:34]=[CH:35][CH:36]=4)[CH2:20][NH:21][C:22](=[O:33])[CH:23]([NH:25]C(=O)OC(C)(C)C)[CH3:24])[N:15]=[C:14]([C:37]([F:40])([F:39])[F:38])[CH:13]=3)[O:9][N:8]=2)[CH:6]=[CH:5][CH:4]=[CH:3][CH:2]=1.FC(F)(F)C(O)=O, predict the reaction product. The product is: [C:1]1([C:7]2[N:11]=[C:10]([C:12]3[N:16]([C:17]4[CH:18]=[C:19]([CH:34]=[CH:35][CH:36]=4)[CH2:20][NH:21][C:22](=[O:33])[CH:23]([NH2:25])[CH3:24])[N:15]=[C:14]([C:37]([F:38])([F:39])[F:40])[CH:13]=3)[O:9][N:8]=2)[CH:2]=[CH:3][CH:4]=[CH:5][CH:6]=1. (5) Given the reactants [F:1][C:2]1[C:7]([F:8])=[CH:6][CH:5]=[CH:4][C:3]=1[CH2:9][CH:10]=O.[C:12]1([C:18]2[CH:19]=[C:20]([NH:23][C:24](=[O:30])[C@@H:25]([NH2:29])[CH2:26][CH2:27][CH3:28])[NH:21][N:22]=2)[CH:17]=[CH:16][CH:15]=[CH:14][CH:13]=1.C(O[BH-](OC(=O)C)OC(=O)C)(=O)C.[Na+], predict the reaction product. The product is: [C:12]1([C:18]2[CH:19]=[C:20]([NH:23][C:24](=[O:30])[C@@H:25]([NH:29][CH2:10][CH2:9][C:3]3[CH:4]=[CH:5][CH:6]=[C:7]([F:8])[C:2]=3[F:1])[CH2:26][CH2:27][CH3:28])[NH:21][N:22]=2)[CH:13]=[CH:14][CH:15]=[CH:16][CH:17]=1. (6) Given the reactants C([O:4][C@H:5]1[C@@H:9]([O:10]C(=O)C)[C@H:8]([N:14]2[CH:22]=[N:21][C:20]3[C:15]2=[N:16][C:17]([C:40]#[N:41])=[N:18][C:19]=3[NH:23][CH2:24][CH:25]([C:33]2[CH:38]=[CH:37][CH:36]=[C:35]([CH3:39])[CH:34]=2)[C:26]2[CH:31]=[CH:30][CH:29]=[C:28]([CH3:32])[CH:27]=2)[O:7][C@@H:6]1[CH2:42][O:43]C(=O)C)(=O)C, predict the reaction product. The product is: [NH2:41][CH2:40][C:17]1[N:16]=[C:15]2[C:20]([N:21]=[CH:22][N:14]2[C@H:8]2[C@H:9]([OH:10])[C@H:5]([OH:4])[C@@H:6]([CH2:42][OH:43])[O:7]2)=[C:19]([NH:23][CH2:24][CH:25]([C:33]2[CH:38]=[CH:37][CH:36]=[C:35]([CH3:39])[CH:34]=2)[C:26]2[CH:31]=[CH:30][CH:29]=[C:28]([CH3:32])[CH:27]=2)[N:18]=1.